From a dataset of Reaction yield outcomes from USPTO patents with 853,638 reactions. Predict the reaction yield, written as a fraction of the theoretical maximum amount of product (1.0 means a 100% yield; for example, 0.34 means a 34% yield). (1) The reactants are [CH:1]([C:4]1[CH:5]=[C:6]([OH:10])[CH:7]=[CH:8][CH:9]=1)([CH3:3])[CH3:2].C(=O)([O-])[O-].[K+].[K+].[CH2:17](Br)[C:18]1[CH:23]=[CH:22][CH:21]=[CH:20][CH:19]=1. The catalyst is CC(C)=O. The product is [CH:1]([C:4]1[CH:9]=[CH:8][CH:7]=[C:6]([O:10][CH2:17][C:18]2[CH:23]=[CH:22][CH:21]=[CH:20][CH:19]=2)[CH:5]=1)([CH3:3])[CH3:2]. The yield is 1.00. (2) The reactants are Br[C:2]1[C:7]2=[CH:8][N:9]([C:11]3[C:16]([Cl:17])=[CH:15][C:14]([N+:18]([O-:20])=[O:19])=[CH:13][C:12]=3[Cl:21])[N:10]=[C:6]2[C:5]([F:22])=[CH:4][N:3]=1.[NH2:23][C:24]1[CH:29]=[C:28]([CH3:30])[N:27]=[CH:26][N:25]=1.CC1(C)C2C(=C(P(C3C=CC=CC=3)C3C=CC=CC=3)C=CC=2)OC2C(P(C3C=CC=CC=3)C3C=CC=CC=3)=CC=CC1=2.C(=O)([O-])[O-].[Cs+].[Cs+]. The catalyst is O1CCOCC1.C1C=CC(/C=C/C(/C=C/C2C=CC=CC=2)=O)=CC=1.C1C=CC(/C=C/C(/C=C/C2C=CC=CC=2)=O)=CC=1.C1C=CC(/C=C/C(/C=C/C2C=CC=CC=2)=O)=CC=1.[Pd].[Pd]. The product is [Cl:21][C:12]1[CH:13]=[C:14]([N+:18]([O-:20])=[O:19])[CH:15]=[C:16]([Cl:17])[C:11]=1[N:9]1[CH:8]=[C:7]2[C:2]([NH:23][C:24]3[CH:29]=[C:28]([CH3:30])[N:27]=[CH:26][N:25]=3)=[N:3][CH:4]=[C:5]([F:22])[C:6]2=[N:10]1. The yield is 0.720. (3) The reactants are [CH2:1]1[CH:6]2[CH2:7][C:8]3([NH2:11])[CH2:10][CH:4]([CH2:5]2)[CH2:3][CH:2]1[CH2:9]3.Cl[CH2:13][C:14]1[N:18]=[C:17]([C:19]2[S:20][CH:21]=[CH:22][CH:23]=2)[O:16][N:15]=1. No catalyst specified. The product is [S:20]1[CH:21]=[CH:22][CH:23]=[C:19]1[C:17]1[O:16][N:15]=[C:14]([CH2:13][NH:11][C:8]23[CH2:10][CH:4]4[CH2:5][CH:6]([CH2:1][CH:2]([CH2:3]4)[CH2:9]2)[CH2:7]3)[N:18]=1. The yield is 0.770. (4) The reactants are [Cl:1][C:2]1[CH:35]=[CH:34][CH:33]=[CH:32][C:3]=1[O:4][C:5]1[CH:10]=[CH:9][C:8]([C:11]2[O:15][N:14]=[C:13]([C:16]3[S:20][C:19]([CH2:21][N:22]4[CH2:25][CH:24]([C:26]([O:28]C)=[O:27])[CH2:23]4)=[CH:18][C:17]=3[CH2:30][CH3:31])[N:12]=2)=[CH:7][CH:6]=1.O.[OH-].[Li+].C(O)(=O)C.C(O)(=O)C(O)=O. No catalyst specified. The product is [Cl:1][C:2]1[CH:35]=[CH:34][CH:33]=[CH:32][C:3]=1[O:4][C:5]1[CH:6]=[CH:7][C:8]([C:11]2[O:15][N:14]=[C:13]([C:16]3[S:20][C:19]([CH2:21][N:22]4[CH2:23][CH:24]([C:26]([OH:28])=[O:27])[CH2:25]4)=[CH:18][C:17]=3[CH2:30][CH3:31])[N:12]=2)=[CH:9][CH:10]=1. The yield is 0.670. (5) The reactants are [OH:1][C:2]1[CH:7]=[CH:6][C:5]([C:8](=[C:24]2[CH2:29][CH2:28]O[CH2:26][CH2:25]2)[C:9]2[CH:14]=[CH:13][C:12](/[CH:15]=[CH:16]/[C:17]([O:19][C:20]([CH3:23])([CH3:22])[CH3:21])=[O:18])=[CH:11][CH:10]=2)=[CH:4][CH:3]=1.[C:30]1(O)[CH:35]=CC=C[CH:31]=1.C(OC(C)(C)C)(=O)C=C.CC1C=CC=CC=1P(C1C=CC=CC=1C)C1C=CC=CC=1C.CCN(CC)CC. The catalyst is CC([O-])=O.CC([O-])=O.[Pd+2].CN(C=O)C. The product is [C:24]1(=[C:8]([C:5]2[CH:4]=[CH:3][C:2]([OH:1])=[CH:7][CH:6]=2)[C:9]2[CH:14]=[CH:13][C:12](/[CH:15]=[CH:16]/[C:17]([O:19][C:20]([CH3:21])([CH3:23])[CH3:22])=[O:18])=[CH:11][CH:10]=2)[CH2:29][CH2:28][CH2:35][CH2:30][CH2:31][CH2:26][CH2:25]1. The yield is 0.490. (6) The reactants are [CH2:1]([O:4][C@@H:5]1[C@:9]([Si:11]([C:24]([CH3:27])([CH3:26])[CH3:25])([C:18]2[CH:23]=[CH:22][CH:21]=[CH:20][CH:19]=2)[C:12]2[CH:17]=[CH:16][CH:15]=[CH:14][CH:13]=2)([OH:10])[C@@H:8]([CH:28]([Si:30]([C:43]([CH3:46])([CH3:45])[CH3:44])([C:37]2[CH:42]=[CH:41][CH:40]=[CH:39][CH:38]=2)[C:31]2[CH:36]=[CH:35][CH:34]=[CH:33][CH:32]=2)[OH:29])[O:7][C@H:6]1[N:47]1[C:57]2[N:56]=[C:54]([NH2:55])[NH:53][C:51](=[O:52])[C:50]=2[N:49]=[CH:48]1)[CH:2]=C.C[N+]1([O-])CC[O:62]CC1.C([BH3-])#N.[Na+].C(=O)(O)[O-].[Na+]. The yield is 0.720. The catalyst is C(Cl)Cl.[Os](=O)(=O)(=O)=O.CC(C)=O. The product is [OH:62][CH2:2][CH2:1][O:4][C@@H:5]1[C@:9]([Si:11]([C:24]([CH3:27])([CH3:26])[CH3:25])([C:12]2[CH:17]=[CH:16][CH:15]=[CH:14][CH:13]=2)[C:18]2[CH:19]=[CH:20][CH:21]=[CH:22][CH:23]=2)([OH:10])[C@@H:8]([CH:28]([Si:30]([C:43]([CH3:46])([CH3:44])[CH3:45])([C:31]2[CH:36]=[CH:35][CH:34]=[CH:33][CH:32]=2)[C:37]2[CH:42]=[CH:41][CH:40]=[CH:39][CH:38]=2)[OH:29])[O:7][C@H:6]1[N:47]1[C:57]2[N:56]=[C:54]([NH2:55])[NH:53][C:51](=[O:52])[C:50]=2[N:49]=[CH:48]1. (7) The catalyst is CCO. The yield is 0.820. The reactants are [S:1]([NH:5][C:6]1[CH:13]=[CH:12][CH:11]=[C:10]([O:14][CH2:15][C@H:16]2[CH2:21][CH2:20][CH2:19][N:18]([C:22](=[O:27])[CH2:23][CH:24]([CH3:26])[CH3:25])[CH2:17]2)[C:7]=1[C:8]#[N:9])(=[O:4])(=[O:3])[NH2:2].[OH-].[Na+]. The product is [NH2:9][C:8]1[C:7]2[C:10]([O:14][CH2:15][C@H:16]3[CH2:21][CH2:20][CH2:19][N:18]([C:22](=[O:27])[CH2:23][CH:24]([CH3:25])[CH3:26])[CH2:17]3)=[CH:11][CH:12]=[CH:13][C:6]=2[NH:5][S:1](=[O:3])(=[O:4])[N:2]=1. (8) The reactants are [CH2:1]([NH:4][C:5]1[C:6]2[S:14][CH:13]=[C:12]([C:15]3[CH:20]=[CH:19][CH:18]=[CH:17][CH:16]=3)[C:7]=2[N:8]=[C:9](Cl)[N:10]=1)[CH:2]=[CH2:3].[CH2:21]([NH2:24])[CH:22]=[CH2:23].C(=O)([O-])O.[Na+]. No catalyst specified. The product is [CH2:21]([NH:24][C:9]1[N:10]=[C:5]([NH:4][CH2:1][CH:2]=[CH2:3])[C:6]2[S:14][CH:13]=[C:12]([C:15]3[CH:20]=[CH:19][CH:18]=[CH:17][CH:16]=3)[C:7]=2[N:8]=1)[CH:22]=[CH2:23]. The yield is 0.853. (9) The reactants are Cl[C:2]1[C:3]([C:26]2[C:34]3[C:29](=[CH:30][CH:31]=[CH:32][CH:33]=3)[N:28]([S:35]([C:38]3[CH:43]=[CH:42][CH:41]=[CH:40][CH:39]=3)(=[O:37])=[O:36])[CH:27]=2)=[N:4][C:5]([NH:8][C@@H:9]2[CH2:14][CH2:13][CH2:12][C@H:11]([NH:15][C:16](=[O:25])[O:17][CH2:18][C:19]3[CH:24]=[CH:23][CH:22]=[CH:21][CH:20]=3)[CH2:10]2)=[N:6][CH:7]=1.C([O-])([O-])=O.[Cs+].[Cs+].[CH:50]1([B-](F)(F)F)[CH2:52][CH2:51]1.[K+].C(P(C12CC3CC(CC(C3)C1)C2)C12CC3CC(CC(C3)C1)C2)CCC. The catalyst is CCOC(C)=O.C([O-])(O)=O.[Na+].CC([O-])=O.CC([O-])=O.[Pd+2].O. The product is [CH:50]1([C:2]2[C:3]([C:26]3[C:34]4[C:29](=[CH:30][CH:31]=[CH:32][CH:33]=4)[N:28]([S:35]([C:38]4[CH:43]=[CH:42][CH:41]=[CH:40][CH:39]=4)(=[O:37])=[O:36])[CH:27]=3)=[N:4][C:5]([NH:8][C@@H:9]3[CH2:14][CH2:13][CH2:12][C@H:11]([NH:15][C:16](=[O:25])[O:17][CH2:18][C:19]4[CH:24]=[CH:23][CH:22]=[CH:21][CH:20]=4)[CH2:10]3)=[N:6][CH:7]=2)[CH2:52][CH2:51]1. The yield is 0.640.